Predict the reaction yield, written as a fraction of the theoretical maximum amount of product (1.0 means a 100% yield; for example, 0.34 means a 34% yield). From a dataset of Reaction yield outcomes from USPTO patents with 853,638 reactions. (1) The reactants are [F:1][C:2]1[CH:7]=[C:6]([F:8])[CH:5]=[CH:4][C:3]=1[C:9]1[N:14]=[C:13]([N:15]2[CH2:20][CH2:19][N:18]([C:21]([NH:23][C:24]3[CH:25]=[N:26][CH:27]=[CH:28][CH:29]=3)=[O:22])[CH2:17][CH2:16]2)[CH:12]=[CH:11][N:10]=1.C(OCC)(=O)C.[ClH:36]. The catalyst is C(OCC)(=O)C. The product is [ClH:36].[ClH:36].[F:1][C:2]1[CH:7]=[C:6]([F:8])[CH:5]=[CH:4][C:3]=1[C:9]1[N:14]=[C:13]([N:15]2[CH2:20][CH2:19][N:18]([C:21]([NH:23][C:24]3[CH:25]=[N:26][CH:27]=[CH:28][CH:29]=3)=[O:22])[CH2:17][CH2:16]2)[CH:12]=[CH:11][N:10]=1. The yield is 0.310. (2) The reactants are [CH2:1]([O:3][C:4]1[CH:5]=[C:6]([CH:9]=[C:10]([O:14][CH2:15][CH3:16])[C:11]=1[S:12][CH3:13])[CH:7]=[O:8])[CH3:2].[OH:17]O.O. The catalyst is C(O)(=O)C. The product is [CH2:1]([O:3][C:4]1[CH:5]=[C:6]([CH:9]=[C:10]([O:14][CH2:15][CH3:16])[C:11]=1[S:12]([CH3:13])=[O:17])[CH:7]=[O:8])[CH3:2]. The yield is 0.840. (3) The reactants are [CH2:1]([CH:4]1[CH2:9][CH2:8][CH2:7][CH2:6][NH:5]1)[CH2:2][CH3:3].Br[CH2:11][CH2:12][CH2:13][C:14]#[N:15].C(=O)([O-])[O-].[K+].[K+].C(Cl)Cl.CO. The catalyst is C(#N)C.[Cl-].[Na+].O. The product is [CH2:1]([CH:4]1[CH2:9][CH2:8][CH2:7][CH2:6][N:5]1[CH2:11][CH2:12][CH2:13][C:14]#[N:15])[CH2:2][CH3:3]. The yield is 0.830.